From a dataset of Forward reaction prediction with 1.9M reactions from USPTO patents (1976-2016). Predict the product of the given reaction. (1) Given the reactants [CH3:1][O:2][C:3]1[CH:4]=[C:5]2[C:10](=[CH:11][CH:12]=1)[C:9](=[O:13])[CH2:8][CH2:7][CH2:6]2.Br[C:15]1[CH:20]=[CH:19][C:18]([S:21][CH3:22])=[CH:17][CH:16]=1.CC(C)([O-])C.[Na+].C1(P(C2C=CC=CC=2)C2C=CC3C(=CC=CC=3)C=2C2C3C(=CC=CC=3)C=CC=2P(C2C=CC=CC=2)C2C=CC=CC=2)C=CC=CC=1, predict the reaction product. The product is: [CH3:1][O:2][C:3]1[CH:4]=[C:5]2[C:10](=[CH:11][CH:12]=1)[C:9]([OH:13])=[C:8]([C:15]1[CH:20]=[CH:19][C:18]([S:21][CH3:22])=[CH:17][CH:16]=1)[CH:7]=[CH:6]2. (2) Given the reactants O[C:2]1[C:7]([C:8]([O:10][CH2:11][CH3:12])=[O:9])=[CH:6][N:5]=[CH:4][N:3]=1.S(Cl)([Cl:15])=O, predict the reaction product. The product is: [Cl:15][C:2]1[C:7]([C:8]([O:10][CH2:11][CH3:12])=[O:9])=[CH:6][N:5]=[CH:4][N:3]=1.